From a dataset of Reaction yield outcomes from USPTO patents with 853,638 reactions. Predict the reaction yield, written as a fraction of the theoretical maximum amount of product (1.0 means a 100% yield; for example, 0.34 means a 34% yield). (1) The reactants are [O:1]=[C:2]([CH2:9][C:10]1[CH:15]=[CH:14][CH:13]=[CH:12][CH:11]=1)[CH2:3][C:4]([O:6][CH2:7][CH3:8])=[O:5].[N:16]1[CH:21]=NC=N[CH:17]=1.C([O-])(=O)C.[Na+]. The catalyst is CCO. The product is [O:1]=[C:2]1[C:9]([C:10]2[CH:11]=[CH:12][CH:13]=[CH:14][CH:15]=2)=[CH:21][NH:16][CH:17]=[C:3]1[C:4]([O:6][CH2:7][CH3:8])=[O:5]. The yield is 0.550. (2) The reactants are FC(F)(F)C([NH:5][C@H:6]1[C:14]2[C:9](=[CH:10][CH:11]=[C:12]([CH3:15])[CH:13]=2)[C@@H:8]([OH:16])[CH2:7]1)=O.[CH2:19](O[C@H]1C2C(=CC(OCCC)=CC=2)[C@@H](N)C1)[CH:20]=[CH2:21]. No catalyst specified. The product is [CH2:21]([O:16][C@H:8]1[C:9]2[C:14](=[CH:13][C:12]([CH3:15])=[CH:11][CH:10]=2)[C@@H:6]([NH2:5])[CH2:7]1)[CH:20]=[CH2:19]. The yield is 0.750. (3) The reactants are [Cl:1][C:2]1[CH:24]=[CH:23][CH:22]=[CH:21][C:3]=1[O:4][C:5]1[CH2:9][N:8]([CH:10]([CH2:14][CH2:15][C:16]([F:19])([F:18])[F:17])[C:11](O)=[O:12])[C:7](=[O:20])[CH:6]=1.[CH3:25][C:26]1([CH3:38])[O:30][C@H:29]([CH2:31][N:32]2[CH:36]=[CH:35][C:34]([NH2:37])=[N:33]2)[CH2:28][O:27]1.C(N(CC)C(C)C)(C)C.F[P-](F)(F)(F)(F)F.N1(O[P+](N(C)C)(N(C)C)N(C)C)C2C=CC=CC=2N=N1. The catalyst is CN(C)C=O.C(OCC)(=O)C. The product is [CH3:25][C:26]1([CH3:38])[O:30][C@H:29]([CH2:31][N:32]2[CH:36]=[CH:35][C:34]([NH:37][C:11](=[O:12])[CH:10]([N:8]3[CH2:9][C:5]([O:4][C:3]4[CH:21]=[CH:22][CH:23]=[CH:24][C:2]=4[Cl:1])=[CH:6][C:7]3=[O:20])[CH2:14][CH2:15][C:16]([F:19])([F:18])[F:17])=[N:33]2)[CH2:28][O:27]1. The yield is 0.790. (4) The reactants are [Br:1][C:2]1[CH:7]=[CH:6][C:5]([CH2:8][CH2:9][OH:10])=[CH:4][CH:3]=1.[CH3:11][C:12]1[C:17]([CH3:18])=[CH:16][C:15]([CH3:19])=[CH:14][C:13]=1O.C(P(CCCC)CCCC)CCC. The catalyst is C1(C)C=CC=CC=1. The product is [CH3:11][C:12]1[C:17]([CH3:18])=[CH:16][C:15]([CH3:19])=[CH:14][C:13]=1[O:10][CH2:9][CH2:8][C:5]1[CH:6]=[CH:7][C:2]([Br:1])=[CH:3][CH:4]=1. The yield is 0.730. (5) The reactants are [C:1]([O:5][C:6]([N:8]1[CH2:12][CH:11]=[CH:10][C@H:9]1[C:13]([OH:15])=O)=[O:7])([CH3:4])([CH3:3])[CH3:2].[CH2:16]([O:23][NH2:24])[C:17]1[CH:22]=[CH:21][CH:20]=[CH:19][CH:18]=1. No catalyst specified. The product is [CH2:16]([O:23][NH:24][C:13]([C@@H:9]1[CH:10]=[CH:11][CH2:12][N:8]1[C:6]([O:5][C:1]([CH3:2])([CH3:3])[CH3:4])=[O:7])=[O:15])[C:17]1[CH:22]=[CH:21][CH:20]=[CH:19][CH:18]=1. The yield is 0.860.